Dataset: Full USPTO retrosynthesis dataset with 1.9M reactions from patents (1976-2016). Task: Predict the reactants needed to synthesize the given product. (1) Given the product [I:1][C:15]1[CH:16]=[C:17]([O:18][CH3:19])[C:12]([O:11][CH3:10])=[CH:13][C:14]=1[CH2:20][CH2:21][NH2:22], predict the reactants needed to synthesize it. The reactants are: [I:1]NC(=O)CCC(N)=O.[CH3:10][O:11][C:12]1[CH:13]=[C:14]([CH2:20][CH2:21][NH2:22])[CH:15]=[CH:16][C:17]=1[O:18][CH3:19].FC(F)(F)C(O)=O. (2) Given the product [CH2:22]([C:12]1[C:13]2[C:14]([NH2:19])=[CH:15][CH:16]=[CH:17][C:18]=2[N:10]([CH2:9][C:8]2[C:3]([O:2][CH3:1])=[N:4][C:5]([CH3:24])=[CH:6][CH:7]=2)[N:11]=1)[CH3:23], predict the reactants needed to synthesize it. The reactants are: [CH3:1][O:2][C:3]1[C:8]([CH2:9][N:10]2[C:18]3[C:13](=[C:14]([N+:19]([O-])=O)[CH:15]=[CH:16][CH:17]=3)[C:12]([CH:22]=[CH2:23])=[N:11]2)=[CH:7][CH:6]=[C:5]([CH3:24])[N:4]=1. (3) Given the product [C:1]([O:4][C:5]1[CH:15]=[CH:14][CH:13]=[CH:12][C:6]=1[C:7]([O:9][CH2:10][O:29][C:27](=[O:28])[C:26]1[CH:25]=[CH:24][C:23]([CH2:22][CH2:21][CH2:20][O:19][N+:16]([O-:18])=[O:17])=[CH:31][CH:30]=1)=[O:8])(=[O:3])[CH3:2], predict the reactants needed to synthesize it. The reactants are: [C:1]([O:4][C:5]1[CH:15]=[CH:14][CH:13]=[CH:12][C:6]=1[C:7]([O:9][CH2:10]Cl)=[O:8])(=[O:3])[CH3:2].[N+:16]([O:19][CH2:20][CH2:21][CH2:22][C:23]1[CH:31]=[CH:30][C:26]([C:27]([OH:29])=[O:28])=[CH:25][CH:24]=1)([O-:18])=[O:17].CCN(CC)CC.